From a dataset of Full USPTO retrosynthesis dataset with 1.9M reactions from patents (1976-2016). Predict the reactants needed to synthesize the given product. (1) Given the product [CH3:37][N:19]([CH3:18])[C:20]1([C:31]2[CH:36]=[CH:35][CH:34]=[CH:33][N:32]=2)[CH2:25][CH2:24][C:23](=[CH:27][C:28]([NH:10][CH2:9][CH2:8][CH2:7][C:1]2[CH:6]=[CH:5][CH:4]=[CH:3][CH:2]=2)=[O:29])[CH2:22][CH2:21]1, predict the reactants needed to synthesize it. The reactants are: [C:1]1([CH2:7][CH2:8][CH2:9][NH2:10])[CH:6]=[CH:5][CH:4]=[CH:3][CH:2]=1.CN1CCOCC1.[CH3:18][N:19]([CH3:37])[C:20]1([C:31]2[CH:36]=[CH:35][CH:34]=[CH:33][N:32]=2)[CH2:25][CH2:24][C:23]([CH2:27][C:28](O)=[O:29])(O)[CH2:22][CH2:21]1.C1(N=C=NC2CCCCC2)CCCCC1.[OH-].[Na+]. (2) Given the product [Cl:13][C:14]1[CH:22]=[CH:21][C:17]([C:18]([N:4]2[CH2:3][CH2:2][N:1]([CH:7]3[CH:8]([OH:12])[CH2:9][N:10]([C:35]([C:30]4[CH:29]=[CH:31][C:14]([Cl:13])=[CH:15][CH:16]=4)=[O:36])[CH2:11]3)[CH2:6][CH2:5]2)=[O:19])=[CH:16][CH:15]=1, predict the reactants needed to synthesize it. The reactants are: [N:1]1([CH:7]2[CH2:11][NH:10][CH2:9][CH:8]2[OH:12])[CH2:6][CH2:5][NH:4][CH2:3][CH2:2]1.[Cl:13][C:14]1[CH:22]=[CH:21][C:17]([C:18](Cl)=[O:19])=[CH:16][CH:15]=1.C(N([CH:29]([CH3:31])[CH3:30])CC)(C)C.CN([CH:35]=[O:36])C. (3) The reactants are: F[C:2]1[CH:9]=[CH:8][C:7]([CH:10]=[O:11])=[CH:6][C:3]=1[C:4]#[N:5].[Cl:12][C:13]1[CH:18]=[CH:17][C:16]([OH:19])=[CH:15][C:14]=1[C:20]([F:23])([F:22])[F:21].C(=O)([O-])[O-].[K+].[K+]. Given the product [Cl:12][C:13]1[CH:18]=[CH:17][C:16]([O:19][C:2]2[CH:9]=[CH:8][C:7]([CH:10]=[O:11])=[CH:6][C:3]=2[C:4]#[N:5])=[CH:15][C:14]=1[C:20]([F:21])([F:22])[F:23], predict the reactants needed to synthesize it.